Dataset: TCR-epitope binding with 47,182 pairs between 192 epitopes and 23,139 TCRs. Task: Binary Classification. Given a T-cell receptor sequence (or CDR3 region) and an epitope sequence, predict whether binding occurs between them. The epitope is GMFNMLSTVLGVS. The TCR CDR3 sequence is CSARDGGGLDEQFF. Result: 1 (the TCR binds to the epitope).